From a dataset of Reaction yield outcomes from USPTO patents with 853,638 reactions. Predict the reaction yield, written as a fraction of the theoretical maximum amount of product (1.0 means a 100% yield; for example, 0.34 means a 34% yield). The reactants are [N:1](OC(C)(C)C)=[O:2].N1C=CC=CC=1.[CH2:14]([O:16][C:17](=[O:27])[CH2:18][C:19]1[C:20](=[O:26])[NH:21][CH2:22][CH2:23][C:24]=1[CH3:25])[CH3:15]. The catalyst is C(OCC)C. The product is [CH2:14]([O:16][C:17](=[O:27])[CH2:18][C:19]1[C:20](=[O:26])[N:21]([N:1]=[O:2])[CH2:22][CH2:23][C:24]=1[CH3:25])[CH3:15]. The yield is 0.910.